From a dataset of NCI-60 drug combinations with 297,098 pairs across 59 cell lines. Regression. Given two drug SMILES strings and cell line genomic features, predict the synergy score measuring deviation from expected non-interaction effect. (1) Drug 1: CC1C(C(CC(O1)OC2CC(CC3=C2C(=C4C(=C3O)C(=O)C5=C(C4=O)C(=CC=C5)OC)O)(C(=O)CO)O)N)O.Cl. Drug 2: C1CN(CCN1C(=O)CCBr)C(=O)CCBr. Cell line: OVCAR-4. Synergy scores: CSS=7.93, Synergy_ZIP=-1.69, Synergy_Bliss=-0.285, Synergy_Loewe=2.37, Synergy_HSA=-0.101. (2) Drug 1: CC12CCC(CC1=CCC3C2CCC4(C3CC=C4C5=CN=CC=C5)C)O. Drug 2: B(C(CC(C)C)NC(=O)C(CC1=CC=CC=C1)NC(=O)C2=NC=CN=C2)(O)O. Cell line: RPMI-8226. Synergy scores: CSS=67.9, Synergy_ZIP=11.2, Synergy_Bliss=12.4, Synergy_Loewe=3.25, Synergy_HSA=11.3. (3) Drug 1: CC1=CC2C(CCC3(C2CCC3(C(=O)C)OC(=O)C)C)C4(C1=CC(=O)CC4)C. Drug 2: CC1=C(C(=CC=C1)Cl)NC(=O)C2=CN=C(S2)NC3=CC(=NC(=N3)C)N4CCN(CC4)CCO. Cell line: NCI-H226. Synergy scores: CSS=21.7, Synergy_ZIP=8.67, Synergy_Bliss=14.0, Synergy_Loewe=4.80, Synergy_HSA=10.6. (4) Drug 1: C1=C(C(=O)NC(=O)N1)N(CCCl)CCCl. Drug 2: CN(CCCl)CCCl.Cl. Cell line: SNB-75. Synergy scores: CSS=12.1, Synergy_ZIP=-7.17, Synergy_Bliss=-0.229, Synergy_Loewe=-1.50, Synergy_HSA=-0.716.